Dataset: Forward reaction prediction with 1.9M reactions from USPTO patents (1976-2016). Task: Predict the product of the given reaction. (1) Given the reactants C([N:8]1[CH2:16][C:15]2[C:10](=[CH:11][CH:12]=[C:13]([C:17]3[O:18][CH2:19][CH2:20][CH2:21][CH:22]=3)[CH:14]=2)[CH2:9]1)C1C=CC=CC=1.C([O-])=O.[NH4+], predict the reaction product. The product is: [O:18]1[CH2:19][CH2:20][CH2:21][CH2:22][CH:17]1[C:13]1[CH:14]=[C:15]2[C:10](=[CH:11][CH:12]=1)[CH2:9][NH:8][CH2:16]2. (2) The product is: [C:5]([NH:8][C:9]1[C:17]([N+:1]([O-:4])=[O:2])=[CH:16][C:12]([C:13]([OH:15])=[O:14])=[C:11]([OH:18])[CH:10]=1)(=[O:7])[CH3:6]. Given the reactants [N+:1]([O-:4])(O)=[O:2].[C:5]([NH:8][C:9]1[CH:17]=[CH:16][C:12]([C:13]([OH:15])=[O:14])=[C:11]([OH:18])[CH:10]=1)(=[O:7])[CH3:6], predict the reaction product. (3) The product is: [CH3:23][C:22]1[NH:18][N:17]=[C:15]([C:13]2[O:14][C:10]([C:7]3[CH:8]=[CH:9][C:4]([O:3][C:2]([F:20])([F:19])[F:1])=[CH:5][CH:6]=3)=[CH:11][N:12]=2)[N:24]=1. Given the reactants [F:1][C:2]([F:20])([F:19])[O:3][C:4]1[CH:9]=[CH:8][C:7]([C:10]2[O:14][C:13]([C:15]([NH:17][NH2:18])=O)=[N:12][CH:11]=2)=[CH:6][CH:5]=1.Cl.[C:22](=N)([NH2:24])[CH3:23].[OH-].[Na+], predict the reaction product. (4) Given the reactants [O:1]1[C:5]2[CH:6]=[CH:7][C:8]([C:10]([OH:12])=O)=[CH:9][C:4]=2[CH:3]=[CH:2]1.[CH3:13][CH2:14][CH2:15][CH:16]([NH2:20])[CH2:17][CH2:18][CH3:19], predict the reaction product. The product is: [CH3:13][CH2:14][CH2:15][CH:16]([NH:20][C:10]([C:8]1[CH:7]=[CH:6][C:5]2[O:1][CH:2]=[CH:3][C:4]=2[CH:9]=1)=[O:12])[CH2:17][CH2:18][CH3:19]. (5) The product is: [Si:13]([O:30][CH2:31][CH2:32][O:33][CH2:34][C@H:35]([OH:40])[C:36]([NH:12][C:9]1[CH:8]=[CH:7][C:6]([CH3:5])=[CH:11][N:10]=1)=[O:37])([C:26]([CH3:29])([CH3:27])[CH3:28])([C:20]1[CH:25]=[CH:24][CH:23]=[CH:22][CH:21]=1)[C:14]1[CH:15]=[CH:16][CH:17]=[CH:18][CH:19]=1. Given the reactants C[Al](C)C.[CH3:5][C:6]1[CH:7]=[CH:8][C:9]([NH2:12])=[N:10][CH:11]=1.[Si:13]([O:30][CH2:31][CH2:32][O:33][CH2:34][C@H:35]([OH:40])[C:36](OC)=[O:37])([C:26]([CH3:29])([CH3:28])[CH3:27])([C:20]1[CH:25]=[CH:24][CH:23]=[CH:22][CH:21]=1)[C:14]1[CH:19]=[CH:18][CH:17]=[CH:16][CH:15]=1, predict the reaction product.